From a dataset of Forward reaction prediction with 1.9M reactions from USPTO patents (1976-2016). Predict the product of the given reaction. (1) Given the reactants [S:1]1[CH:5]=[CH:4][C:3]([N:6]2[C:14]3[C:9](=[CH:10][CH:11]=[CH:12][CH:13]=3)[C:8](=O)[C:7]2=[O:16])=[CH:2]1.CO.[NH2:19][C:20]1[CH:25]=[CH:24][C:23]([CH3:26])=[CH:22][CH:21]=1, predict the reaction product. The product is: [CH3:26][C:23]1[CH:24]=[CH:25][C:20](/[N:19]=[C:8]2/[C:7](=[O:16])[N:6]([C:3]3[CH:4]=[CH:5][S:1][CH:2]=3)[C:14]3[C:9]/2=[CH:10][CH:11]=[CH:12][CH:13]=3)=[CH:21][CH:22]=1. (2) The product is: [Cl:12][C:13]1[C:18]([C:19]2[CH:24]=[C:23]([F:25])[CH:22]=[C:21]([F:26])[C:20]=2[F:27])=[C:17]([NH:4][CH:1]([CH3:3])[CH3:2])[N:16]2[N:29]=[CH:30][N:31]=[C:15]2[N:14]=1. Given the reactants [CH:1]([NH2:4])([CH3:3])[CH3:2].C(N(CC)CC)C.[Cl:12][C:13]1[C:18]([C:19]2[CH:24]=[C:23]([F:25])[CH:22]=[C:21]([F:26])[C:20]=2[F:27])=[C:17](Cl)[N:16]2[N:29]=[CH:30][N:31]=[C:15]2[N:14]=1, predict the reaction product. (3) Given the reactants [Cl:1][C:2]1[C:11]2[C:6](=[CH:7][CH:8]=[CH:9][CH:10]=2)[CH:5]=[CH:4][C:3]=1[S:12]([CH2:15][CH2:16][NH:17][CH2:18][C:19]1[O:20][CH:21]=[CH:22][CH:23]=1)(=[O:14])=[O:13].Cl[C:25]1C2C(=CC=CC=2)C=CC=1SCCNCC1OC(C)=CC=1, predict the reaction product. The product is: [Cl:1][C:2]1[C:11]2[C:6](=[CH:7][CH:8]=[CH:9][CH:10]=2)[CH:5]=[CH:4][C:3]=1[S:12]([CH2:15][CH2:16][NH:17][CH2:18][C:19]1[O:20][C:21]([CH3:25])=[CH:22][CH:23]=1)(=[O:14])=[O:13]. (4) Given the reactants [NH2:1][C:2]1[CH:7]=[CH:6][C:5]([O:8][CH2:9][CH2:10][N:11]2[CH2:16][CH2:15][O:14][CH2:13][CH2:12]2)=[CH:4][C:3]=1[NH:17][C@@H:18]1[CH2:23][CH2:22][C@H:21]([C:24]([NH:26][CH:27]([CH3:29])[CH3:28])=[O:25])[CH2:20][CH2:19]1.[F:30][C:31]1[CH:65]=[CH:64][C:34]([C:35](/[N:37]=[C:38]2/N([C@H]3CC[C@@H](C(=O)NC(C)C)CC3)C3C=C(OCCOC)N=CC=3N/2)=[O:36])=[CH:33][CH:32]=1, predict the reaction product. The product is: [F:30][C:31]1[CH:32]=[CH:33][C:34]([C:35](/[N:37]=[C:38]2\[NH:1][C:2]3[CH:7]=[CH:6][C:5]([O:8][CH2:9][CH2:10][N:11]4[CH2:16][CH2:15][O:14][CH2:13][CH2:12]4)=[CH:4][C:3]=3[N:17]\2[C@H:18]2[CH2:23][CH2:22][C@@H:21]([C:24](=[O:25])[NH:26][CH:27]([CH3:29])[CH3:28])[CH2:20][CH2:19]2)=[O:36])=[CH:64][CH:65]=1. (5) Given the reactants [Cl:1][C:2]1[CH:3]=[C:4]2[C:10]([C:11]3[N:16]=[C:15]([NH:17][C@H:18]4[CH2:23][CH2:22][CH2:21][CH2:20][C@@H:19]4[NH2:24])[C:14]([F:25])=[CH:13][N:12]=3)=[CH:9][N:8]([S:26]([C:29]3[CH:35]=[CH:34][C:32]([CH3:33])=[CH:31][CH:30]=3)(=[O:28])=[O:27])[C:5]2=[N:6][CH:7]=1.CCN(C(C)C)C(C)C.Cl[C:46]([O:48][CH3:49])=[O:47], predict the reaction product. The product is: [Cl:1][C:2]1[CH:3]=[C:4]2[C:10]([C:11]3[N:16]=[C:15]([NH:17][C@H:18]4[CH2:23][CH2:22][CH2:21][CH2:20][C@@H:19]4[NH:24][C:46](=[O:47])[O:48][CH3:49])[C:14]([F:25])=[CH:13][N:12]=3)=[CH:9][N:8]([S:26]([C:29]3[CH:30]=[CH:31][C:32]([CH3:33])=[CH:34][CH:35]=3)(=[O:28])=[O:27])[C:5]2=[N:6][CH:7]=1. (6) Given the reactants [Br:1][C:2]1[CH:7]=[C:6](F)[CH:5]=[C:4]([F:9])[CH:3]=1.[CH3:10][O-:11].[Na+].C(Cl)Cl, predict the reaction product. The product is: [Br:1][C:2]1[CH:7]=[C:6]([O:11][CH3:10])[CH:5]=[C:4]([F:9])[CH:3]=1. (7) Given the reactants [CH2:1]([N:8]([CH2:17][C:18]1[CH:23]=[CH:22][CH:21]=[CH:20][CH:19]=1)[C:9]1[CH:14]=[CH:13][C:12]([F:15])=[CH:11][C:10]=1[F:16])[C:2]1[CH:7]=[CH:6][CH:5]=[CH:4][CH:3]=1.CC(C)=O.C([Li])CCC.Cl[C:34]([O:36][CH2:37][C:38]1[CH:43]=[CH:42][CH:41]=[CH:40][CH:39]=1)=[O:35], predict the reaction product. The product is: [CH2:37]([O:36][C:34](=[O:35])[C:11]1[C:12]([F:15])=[CH:13][CH:14]=[C:9]([N:8]([CH2:1][C:2]2[CH:3]=[CH:4][CH:5]=[CH:6][CH:7]=2)[CH2:17][C:18]2[CH:23]=[CH:22][CH:21]=[CH:20][CH:19]=2)[C:10]=1[F:16])[C:38]1[CH:43]=[CH:42][CH:41]=[CH:40][CH:39]=1. (8) The product is: [N:11]1([CH2:22][CH:21]([C:24]2[CH:29]=[CH:28][C:27]([C:30]3[CH:31]=[N:32][NH:33][CH:34]=3)=[CH:26][CH:25]=2)[C:18]2[CH:19]=[CH:20][C:15]([Cl:14])=[CH:16][CH:17]=2)[CH2:10][CH2:13][CH2:12]1. Given the reactants C(N1[CH2:13][CH2:12][NH:11][CH2:10]C1)(OC(C)(C)C)=O.[Cl:14][C:15]1[CH:20]=[CH:19][C:18]([CH:21]([C:24]2[CH:29]=[CH:28][C:27]([C:30]3[CH:31]=[N:32][NH:33][CH:34]=3)=[CH:26][CH:25]=2)[CH:22]=O)=[CH:17][CH:16]=1.N1CCC1, predict the reaction product. (9) Given the reactants [Br:1][C:2]1[CH:7]=[C:6]([S:8]([CH2:11][CH3:12])(=[O:10])=[O:9])[CH:5]=[CH:4][C:3]=1F.[OH:14][C:15]1[C:22]([CH3:23])=[CH:21][CH:20]=[CH:19][C:16]=1[CH:17]=[O:18].C(=O)([O-])[O-].[Cs+].[Cs+].CCCCCCC.C(OCC)(=O)C, predict the reaction product. The product is: [Br:1][C:2]1[CH:7]=[C:6]([S:8]([CH2:11][CH3:12])(=[O:10])=[O:9])[CH:5]=[CH:4][C:3]=1[O:14][C:15]1[C:22]([CH3:23])=[CH:21][CH:20]=[CH:19][C:16]=1[CH:17]=[O:18]. (10) Given the reactants [Cl:1][C:2]1[CH:10]=[C:9]([C:11]2[CH2:15][C:14]([C:20]3[CH:25]=[C:24]([Cl:26])[CH:23]=[C:22]([Cl:27])[CH:21]=3)([C:16]([F:19])([F:18])[F:17])[O:13][N:12]=2)[CH:8]=[CH:7][C:3]=1[CH:4]=[N:5][OH:6].Cl[N:29]1C(=O)CC[C:30]1=O.[Cl-].[F:37][C:38]([F:46])([F:45])[CH2:39][NH:40][C:41]([NH2+]C)=[O:42].C(N(CC)CC)C, predict the reaction product. The product is: [Cl:1][C:2]1[CH:10]=[C:9]([C:11]2[CH2:15][C:14]([C:20]3[CH:21]=[C:22]([Cl:27])[CH:23]=[C:24]([Cl:26])[CH:25]=3)([C:16]([F:19])([F:18])[F:17])[O:13][N:12]=2)[CH:8]=[CH:7][C:3]=1[C:4]([NH:29][CH2:30][C:41]([NH:40][CH2:39][C:38]([F:37])([F:45])[F:46])=[O:42])=[N:5][OH:6].